This data is from Full USPTO retrosynthesis dataset with 1.9M reactions from patents (1976-2016). The task is: Predict the reactants needed to synthesize the given product. (1) The reactants are: [Br:1][C:2]1[C:3]([CH3:9])=[C:4]([CH:6]=[CH:7][CH:8]=1)[NH2:5].C(N(C(C)C)CC)(C)C.ClCCl.[C:22]12([C:32](Cl)=[O:33])[CH2:31][CH:26]3[CH2:27][CH:28]([CH2:30][CH:24]([CH2:25]3)[CH2:23]1)[CH2:29]2. Given the product [Br:1][C:2]1[C:3]([CH3:9])=[C:4]([NH:5][C:32]([C:22]23[CH2:31][CH:26]4[CH2:25][CH:24]([CH2:30][CH:28]([CH2:27]4)[CH2:29]2)[CH2:23]3)=[O:33])[CH:6]=[CH:7][CH:8]=1, predict the reactants needed to synthesize it. (2) The reactants are: [Cl:1][C:2]1[CH:7]=[CH:6][CH:5]=[CH:4][C:3]=1[CH:8]=[CH:9][C:10]([NH:12][C@H:13]([C:24]([O:26]C)=[O:25])[CH2:14][C:15]1[C:23]2[C:18](=[CH:19][CH:20]=[CH:21][CH:22]=2)[NH:17][CH:16]=1)=[O:11].[OH-].[Na+]. Given the product [Cl:1][C:2]1[CH:7]=[CH:6][CH:5]=[CH:4][C:3]=1[CH:8]=[CH:9][C:10]([NH:12][C@H:13]([C:24]([OH:26])=[O:25])[CH2:14][C:15]1[C:23]2[C:18](=[CH:19][CH:20]=[CH:21][CH:22]=2)[NH:17][CH:16]=1)=[O:11], predict the reactants needed to synthesize it. (3) Given the product [Cl:1][C:2]1[CH:3]=[CH:4][C:5]([S:8][C:9]2[N:13]([CH3:14])[C:12]([C:15]3[CH:20]=[CH:19][CH:18]=[CH:17][N:16]=3)=[N:11][C:10]=2[C:21]2[CH:26]=[CH:25][C:24]([CH:27]([OH:32])[C:28]([F:29])([F:30])[F:31])=[CH:23][CH:22]=2)=[CH:6][CH:7]=1, predict the reactants needed to synthesize it. The reactants are: [Cl:1][C:2]1[CH:7]=[CH:6][C:5]([S:8][C:9]2[N:13]([CH3:14])[C:12]([C:15]3[CH:20]=[CH:19][CH:18]=[CH:17][N:16]=3)=[N:11][C:10]=2[C:21]2[CH:26]=[CH:25][C:24]([C:27](=[O:32])[C:28]([F:31])([F:30])[F:29])=[CH:23][CH:22]=2)=[CH:4][CH:3]=1. (4) The reactants are: [Br:1][C:2]1[C:3]([CH3:16])=[C:4]([C:8]([OH:15])=[C:9]([C:11]([CH3:14])([CH3:13])[CH3:12])[CH:10]=1)[C:5]([OH:7])=O.[N+:17]([C:20]1[CH:26]=[C:25]([S:27]([C:30]([F:33])([F:32])[F:31])(=[O:29])=[O:28])[CH:24]=[CH:23][C:21]=1[NH2:22])([O-:19])=[O:18]. Given the product [Br:1][C:2]1[C:3]([CH3:16])=[C:4]([C:8]([OH:15])=[C:9]([C:11]([CH3:14])([CH3:13])[CH3:12])[CH:10]=1)[C:5]([NH:22][C:21]1[CH:23]=[CH:24][C:25]([S:27]([C:30]([F:33])([F:32])[F:31])(=[O:29])=[O:28])=[CH:26][C:20]=1[N+:17]([O-:19])=[O:18])=[O:7], predict the reactants needed to synthesize it. (5) Given the product [Br:23][C:24]1[CH:25]=[C:26]([CH:27]=[CH:28][CH:29]=1)[CH2:30][N:19]1[C:20]([CH3:22])=[CH:21][C:17](/[C:2](/[F:1])=[CH:3]/[C:4]2[CH:9]=[CH:8][C:7]([C:10]([CH3:16])([CH3:15])[C:11]([F:14])([F:13])[F:12])=[CH:6][CH:5]=2)=[N:18]1, predict the reactants needed to synthesize it. The reactants are: [F:1]/[C:2](/[C:17]1[CH:21]=[C:20]([CH3:22])[NH:19][N:18]=1)=[CH:3]\[C:4]1[CH:9]=[CH:8][C:7]([C:10]([CH3:16])([CH3:15])[C:11]([F:14])([F:13])[F:12])=[CH:6][CH:5]=1.[Br:23][C:24]1[CH:29]=[CH:28][CH:27]=[C:26]([CH2:30]Br)[CH:25]=1. (6) Given the product [Cl:20][C:21]1[CH:26]=[C:25]([C:27]([F:29])([F:28])[F:30])[CH:24]=[CH:23][C:22]=1[S:31]([N:9]1[CH2:10][CH2:11][C:6]2([C:2](=[O:12])[NH:3][CH2:4][CH2:5]2)[CH2:7][CH2:8]1)(=[O:33])=[O:32], predict the reactants needed to synthesize it. The reactants are: Cl.[C:2]1(=[O:12])[C:6]2([CH2:11][CH2:10][NH:9][CH2:8][CH2:7]2)[CH2:5][CH2:4][NH:3]1.C(N(CC)CC)C.[Cl:20][C:21]1[CH:26]=[C:25]([C:27]([F:30])([F:29])[F:28])[CH:24]=[CH:23][C:22]=1[S:31](Cl)(=[O:33])=[O:32]. (7) Given the product [Cl:23][CH2:2][C:3]1[CH:4]=[C:5]([C:9]2[CH:10]=[C:11]3[C:16](=[CH:17][CH:18]=2)[N:15]([CH3:19])[C:14](=[O:20])[CH2:13][CH2:12]3)[CH:6]=[N:7][CH:8]=1, predict the reactants needed to synthesize it. The reactants are: O[CH2:2][C:3]1[CH:4]=[C:5]([C:9]2[CH:10]=[C:11]3[C:16](=[CH:17][CH:18]=2)[N:15]([CH3:19])[C:14](=[O:20])[CH2:13][CH2:12]3)[CH:6]=[N:7][CH:8]=1.S(Cl)([Cl:23])=O.C([O-])(O)=O.[Na+]. (8) Given the product [Cl:2][C:3]1[C:4]([F:24])=[C:5]([NH:10][C:11]2[C:20]3[C:15](=[CH:16][C:17]([O:23][CH2:36][CH:37]4[CH2:46][N:45]5[CH:40]([CH2:41][CH2:42][CH2:43][CH2:44]5)[CH2:39][CH2:38]4)=[C:18]([O:21][CH3:22])[CH:19]=3)[N:14]=[CH:13][N:12]=2)[CH:6]=[CH:7][C:8]=1[Cl:9], predict the reactants needed to synthesize it. The reactants are: Cl.[Cl:2][C:3]1[C:4]([F:24])=[C:5]([NH:10][C:11]2[C:20]3[C:15](=[CH:16][C:17]([OH:23])=[C:18]([O:21][CH3:22])[CH:19]=3)[N:14]=[CH:13][N:12]=2)[CH:6]=[CH:7][C:8]=1[Cl:9].C(=O)([O-])[O-].[K+].[K+].CS(O[CH2:36][CH:37]1[CH2:46][N:45]2[CH:40]([CH2:41][CH2:42][CH2:43][CH2:44]2)[CH2:39][CH2:38]1)(=O)=O. (9) The reactants are: [CH2:1]([C:3]1[NH:7][C:6]([C:8]2[CH:13]=[CH:12][C:11]([F:14])=[CH:10][CH:9]=2)=[N:5][C:4]=1[C:15]1[CH:16]=[N:17][CH:18]=[CH:19][CH:20]=1)[CH3:2].[H-].[Na+].[CH3:23]I.[Cl-:25].[NH4+]. Given the product [ClH:25].[ClH:25].[CH2:1]([C:3]1[N:7]([CH3:23])[C:6]([C:8]2[CH:9]=[CH:10][C:11]([F:14])=[CH:12][CH:13]=2)=[N:5][C:4]=1[C:15]1[CH:16]=[N:17][CH:18]=[CH:19][CH:20]=1)[CH3:2], predict the reactants needed to synthesize it.